Dataset: Reaction yield outcomes from USPTO patents with 853,638 reactions. Task: Predict the reaction yield, written as a fraction of the theoretical maximum amount of product (1.0 means a 100% yield; for example, 0.34 means a 34% yield). (1) The reactants are [NH:1]1[C:5](=[O:6])[C:4]2([C:14]3[C:9](=[N:10][CH:11]=[CH:12][CH:13]=3)[CH2:8][CH2:7]2)[NH:3][C:2]1=[O:15].C([O-])([O-])=O.[K+].[K+].Br[CH2:23][C:24]([O:26][C:27]([CH3:30])([CH3:29])[CH3:28])=[O:25]. The catalyst is CN(C=O)C.O. The product is [O:15]=[C:2]1[NH:3][C:4]2([C:14]3[C:9](=[N:10][CH:11]=[CH:12][CH:13]=3)[CH2:8][CH2:7]2)[C:5](=[O:6])[N:1]1[CH2:23][C:24]([O:26][C:27]([CH3:30])([CH3:29])[CH3:28])=[O:25]. The yield is 0.520. (2) The reactants are [C:1]([C:3]([C:6]1[CH:7]=[C:8]([CH:12]=[CH:13][CH:14]=1)[C:9]([OH:11])=O)([CH3:5])[CH3:4])#[N:2].C(Cl)(=O)C(Cl)=O.[NH2:21][C:22]1[CH:23]=[C:24]([CH:41]=[CH:42][C:43]=1[CH3:44])[O:25][C:26]1[CH:27]=[CH:28][C:29]2[N:30]([CH:32]=[C:33]([NH:35][C:36]([CH:38]3[CH2:40][CH2:39]3)=[O:37])[N:34]=2)[N:31]=1.C(OC(C)C)(C)C. The catalyst is O1CCCC1.CN(C)C=O.Cl.C(OCC)(=O)C. The product is [C:1]([C:3]([C:6]1[CH:7]=[C:8]([CH:12]=[CH:13][CH:14]=1)[C:9]([NH:21][C:22]1[CH:23]=[C:24]([O:25][C:26]2[CH:27]=[CH:28][C:29]3[N:30]([CH:32]=[C:33]([NH:35][C:36]([CH:38]4[CH2:39][CH2:40]4)=[O:37])[N:34]=3)[N:31]=2)[CH:41]=[CH:42][C:43]=1[CH3:44])=[O:11])([CH3:4])[CH3:5])#[N:2]. The yield is 0.180.